This data is from Catalyst prediction with 721,799 reactions and 888 catalyst types from USPTO. The task is: Predict which catalyst facilitates the given reaction. (1) Reactant: [NH2:1][C:2]1[C:11]2[O:12][CH2:13][O:14][C:10]=2[CH:9]=[C:8]2[C:3]=1[C:4](=[O:20])[C:5]([C:17]([OH:19])=[O:18])=[N:6][N:7]2[CH2:15][CH3:16].[N:21]([O-])=O.[Na+].[ClH:25]. Product: [Cl-:25].[C:17]([C:5]1[C:4](=[O:20])[C:3]2[C:2]([N+:1]#[N:21])=[C:11]3[O:12][CH2:13][O:14][C:10]3=[CH:9][C:8]=2[N:7]([CH2:15][CH3:16])[N:6]=1)([OH:19])=[O:18]. The catalyst class is: 6. (2) Reactant: [N+:1]([C:4]1[CH:9]=[CH:8][C:7]([N:10]2[CH2:15][CH2:14][N:13]([C:16]([O:18][CH2:19][C:20]3[CH:25]=[CH:24][CH:23]=[CH:22][CH:21]=3)=[O:17])[CH2:12][CH2:11]2)=[CH:6][CH:5]=1)([O-])=O. Product: [NH2:1][C:4]1[CH:5]=[CH:6][C:7]([N:10]2[CH2:11][CH2:12][N:13]([C:16]([O:18][CH2:19][C:20]3[CH:21]=[CH:22][CH:23]=[CH:24][CH:25]=3)=[O:17])[CH2:14][CH2:15]2)=[CH:8][CH:9]=1. The catalyst class is: 94. (3) Reactant: [Br:1][C:2]1[CH:7]=[C:6]([Cl:8])[CH:5]=[CH:4][C:3]=1[SH:9].C1(C)C=CC(S(O)(=O)=O)=CC=1.[O:21]1[CH:26]=[CH:25][CH2:24][CH2:23][CH2:22]1.[OH-].[Na+]. Product: [Br:1][C:2]1[CH:7]=[C:6]([Cl:8])[CH:5]=[CH:4][C:3]=1[S:9][CH:22]1[CH2:23][CH2:24][CH2:25][CH2:26][O:21]1. The catalyst class is: 2.